Dataset: Peptide-MHC class II binding affinity with 134,281 pairs from IEDB. Task: Regression. Given a peptide amino acid sequence and an MHC pseudo amino acid sequence, predict their binding affinity value. This is MHC class II binding data. (1) The peptide sequence is LVAEILRIISGGRLI. The MHC is DRB1_0701 with pseudo-sequence DRB1_0701. The binding affinity (normalized) is 0.195. (2) The peptide sequence is LTKKGNVWEVKSSKP. The MHC is DRB3_0202 with pseudo-sequence DRB3_0202. The binding affinity (normalized) is 0. (3) The peptide sequence is DSDAASPRMAPRAPWIEQ. The MHC is HLA-DQA10501-DQB10301 with pseudo-sequence HLA-DQA10501-DQB10301. The binding affinity (normalized) is 0.368. (4) The peptide sequence is FVAGAKYMVIQGEPG. The MHC is DRB4_0101 with pseudo-sequence DRB4_0103. The binding affinity (normalized) is 0.632. (5) The peptide sequence is PKGAPCRIPVIVADD. The MHC is DRB1_1101 with pseudo-sequence DRB1_1101. The binding affinity (normalized) is 0.107.